From a dataset of NCI-60 drug combinations with 297,098 pairs across 59 cell lines. Regression. Given two drug SMILES strings and cell line genomic features, predict the synergy score measuring deviation from expected non-interaction effect. (1) Synergy scores: CSS=4.30, Synergy_ZIP=-20.6, Synergy_Bliss=-38.0, Synergy_Loewe=-70.5, Synergy_HSA=-38.0. Drug 1: C1=CC(=C2C(=C1NCCNCCO)C(=O)C3=C(C=CC(=C3C2=O)O)O)NCCNCCO. Drug 2: C1=CN(C=N1)CC(O)(P(=O)(O)O)P(=O)(O)O. Cell line: SN12C. (2) Drug 1: C1CC(CCC1OC2=C(C(=CC=C2)Cl)F)(CC3=NC(=CC=C3)NC4=NC=CS4)C(=O)O. Drug 2: CC(C)(C#N)C1=CC=C(C=C1)N2C3=C4C=C(C=CC4=NC=C3N(C2=O)C)C5=CC6=CC=CC=C6N=C5. Cell line: UACC62. Synergy scores: CSS=58.6, Synergy_ZIP=6.84, Synergy_Bliss=7.20, Synergy_Loewe=0.459, Synergy_HSA=11.2. (3) Drug 1: COC1=C2C(=CC3=C1OC=C3)C=CC(=O)O2. Drug 2: CC12CCC3C(C1CCC2OP(=O)(O)O)CCC4=C3C=CC(=C4)OC(=O)N(CCCl)CCCl.[Na+]. Cell line: SF-539. Synergy scores: CSS=4.54, Synergy_ZIP=5.42, Synergy_Bliss=-2.42, Synergy_Loewe=-36.3, Synergy_HSA=-26.6. (4) Drug 1: C1CN1P(=S)(N2CC2)N3CC3. Drug 2: C1CN1C2=NC(=NC(=N2)N3CC3)N4CC4. Cell line: OVCAR3. Synergy scores: CSS=35.4, Synergy_ZIP=-7.49, Synergy_Bliss=-0.0364, Synergy_Loewe=-10.6, Synergy_HSA=1.61.